From a dataset of Catalyst prediction with 721,799 reactions and 888 catalyst types from USPTO. Predict which catalyst facilitates the given reaction. (1) Reactant: [Li]CCCC.CCCCCC.CC1(C)CCCC(C)(C)N1.[Cl:22][C:23]1[CH:24]=[C:25]([CH:29]=[CH:30][CH:31]=1)[C:26]([OH:28])=[O:27].[Cl:32][C:33]1[CH:38]=[CH:37][C:36]([S:39]([N:42]([C:46]2[C:47]([CH:53]=O)=[N:48][CH:49]=[C:50]([Cl:52])[CH:51]=2)[CH2:43][O:44][CH3:45])(=[O:41])=[O:40])=[CH:35][C:34]=1[C:55]([F:58])([F:57])[F:56]. Product: [Cl:32][C:33]1[CH:38]=[CH:37][C:36]([S:39]([N:42]([C:46]2[C:47]([CH:53]3[C:24]4[C:25](=[CH:29][CH:30]=[CH:31][C:23]=4[Cl:22])[C:26](=[O:28])[O:27]3)=[N:48][CH:49]=[C:50]([Cl:52])[CH:51]=2)[CH2:43][O:44][CH3:45])(=[O:41])=[O:40])=[CH:35][C:34]=1[C:55]([F:56])([F:58])[F:57]. The catalyst class is: 116. (2) Reactant: [Cl:1][C:2]1[C:11]2[C:6](=[C:7]([S:14]([N:17]3[CH2:23][CH2:22][CH2:21][NH:20][CH2:19][CH2:18]3)(=[O:16])=[O:15])[C:8]([O:12][CH3:13])=[CH:9][CH:10]=2)[CH:5]=[CH:4][N:3]=1.Cl. Product: [ClH:1].[Cl:1][C:2]1[C:11]2[C:6](=[C:7]([S:14]([N:17]3[CH2:23][CH2:22][CH2:21][NH:20][CH2:19][CH2:18]3)(=[O:16])=[O:15])[C:8]([O:12][CH3:13])=[CH:9][CH:10]=2)[CH:5]=[CH:4][N:3]=1. The catalyst class is: 158. (3) Product: [Cl:1][C:2]1[CH:3]=[C:4]([NH:13][C:14]2[N:15]=[C:16]([NH2:17])[NH:21][N:20]=2)[CH:5]=[C:6]([C:9]([F:12])([F:11])[F:10])[C:7]=1[F:8]. The catalyst class is: 14. Reactant: [Cl:1][C:2]1[CH:3]=[C:4]([NH:13][CH2:14][N:15](SC)[C:16]#[N:17])[CH:5]=[C:6]([C:9]([F:12])([F:11])[F:10])[C:7]=1[F:8].[NH2:20][NH2:21]. (4) Reactant: Br[C:2]1[CH:7]=[CH:6][C:5]([Br:8])=[CH:4][N:3]=1.[Li]CCCC.CON(C)[C:17](=[O:23])[CH2:18][CH:19]([CH3:22])[CH2:20][CH3:21]. Product: [Br:8][C:5]1[CH:6]=[CH:7][C:2]([C:17](=[O:23])[CH2:18][CH:19]([CH3:22])[CH2:20][CH3:21])=[N:3][CH:4]=1. The catalyst class is: 11. (5) Reactant: [Br:1][C:2]1[CH:9]=[CH:8][C:5]([CH:6]=[O:7])=[C:4]([F:10])[CH:3]=1.C[Si]([C:15]([F:18])([F:17])[F:16])(C)C.[F-].C([N+](CCCC)(CCCC)CCCC)CCC. Product: [Br:1][C:2]1[CH:9]=[CH:8][C:5]([CH:6]([OH:7])[C:15]([F:18])([F:17])[F:16])=[C:4]([F:10])[CH:3]=1. The catalyst class is: 7. (6) Reactant: [F:1][C:2]1[CH:3]=[C:4]([CH:7]=[CH:8][CH:9]=1)[CH2:5][OH:6].[OH-].[K+].F[C:13]1[CH:18]=[CH:17][C:16]([N+:19]([O-:21])=[O:20])=[CH:15][CH:14]=1. Product: [F:1][C:2]1[CH:3]=[C:4]([CH:7]=[CH:8][CH:9]=1)[CH2:5][O:6][C:13]1[CH:18]=[CH:17][C:16]([N+:19]([O-:21])=[O:20])=[CH:15][CH:14]=1. The catalyst class is: 6. (7) Reactant: [CH3:1][O:2][C:3]([C:5]1[CH:20]=[CH:19][C:8]([O:9][CH2:10][CH2:11][CH2:12][CH2:13][O:14][CH2:15][C:16]([OH:18])=O)=[CH:7][CH:6]=1)=[O:4].Cl.[NH2:22][C@@H:23]([C:49]([CH3:52])([CH3:51])[CH3:50])[C:24]([N:26]1[CH2:30][C@H:29]([OH:31])[CH2:28][C@H:27]1[C:32]([NH:34][C@H:35]([C:37]1[CH:42]=[CH:41][C:40]([C:43]2[S:47][CH:46]=[N:45][C:44]=2[CH3:48])=[CH:39][CH:38]=1)C)=[O:33])=[O:25].F[B-](F)(F)F.N1(OC(N(C)C)=[N+](C)C)C2C=CC=CC=2N=N1.C(N(C(C)C)CC)(C)C. Product: [OH:31][C@H:29]1[CH2:30][N:26]([C:24](=[O:25])[C@@H:23]([NH:22][C:16]([CH2:15][O:14][CH2:13][CH2:12][CH2:11][CH2:10][O:9][C:8]2[CH:7]=[CH:6][C:5]([C:3]([O:2][CH3:1])=[O:4])=[CH:20][CH:19]=2)=[O:18])[C:49]([CH3:50])([CH3:52])[CH3:51])[C@H:27]([C:32](=[O:33])[NH:34][CH2:35][C:37]2[CH:38]=[CH:39][C:40]([C:43]3[S:47][CH:46]=[N:45][C:44]=3[CH3:48])=[CH:41][CH:42]=2)[CH2:28]1. The catalyst class is: 2.